Dataset: Reaction yield outcomes from USPTO patents with 853,638 reactions. Task: Predict the reaction yield, written as a fraction of the theoretical maximum amount of product (1.0 means a 100% yield; for example, 0.34 means a 34% yield). (1) The reactants are Cl.[C:2]1([N:8]2[C:12]([NH:13][C:14]([NH:16][C@H:17]3[C@H:21]([C:22]4[CH:27]=[CH:26][CH:25]=[CH:24][CH:23]=4)[CH2:20][NH:19][CH2:18]3)=[O:15])=[C:11]3[CH2:28][CH2:29][CH2:30][C:10]3=[N:9]2)[CH:7]=[CH:6][CH:5]=[CH:4][CH:3]=1.Br[CH:32]([CH2:37][O:38][CH3:39])[C:33]([O:35][CH3:36])=[O:34].CCN(C(C)C)C(C)C. The catalyst is C(Cl)Cl. The product is [CH3:39][O:38][CH2:37][CH:32]([N:19]1[CH2:18][C@@H:17]([NH:16][C:14]([NH:13][C:12]2[N:8]([C:2]3[CH:7]=[CH:6][CH:5]=[CH:4][CH:3]=3)[N:9]=[C:10]3[CH2:30][CH2:29][CH2:28][C:11]=23)=[O:15])[C@H:21]([C:22]2[CH:23]=[CH:24][CH:25]=[CH:26][CH:27]=2)[CH2:20]1)[C:33]([O:35][CH3:36])=[O:34]. The yield is 0.620. (2) The reactants are Cl[C:2]1[N:7]=[CH:6][C:5]2[C:8]([C:14]#[N:15])=[N:9][N:10]([CH:11]([CH3:13])[CH3:12])[C:4]=2[CH:3]=1.[CH:16]1([S:19]([N:22]2[CH:26]=[C:25]([C:27]3[N:32]=[C:31]([NH2:33])[CH:30]=[CH:29][N:28]=3)[CH:24]=[N:23]2)(=[O:21])=[O:20])[CH2:18][CH2:17]1.C1(P(C2C=CC=CC=2)C2C3OC4C(=CC=CC=4P(C4C=CC=CC=4)C4C=CC=CC=4)C(C)(C)C=3C=CC=2)C=CC=CC=1.C(=O)([O-])[O-].[Cs+].[Cs+]. The catalyst is O1CCOCC1.C1C=CC(/C=C/C(/C=C/C2C=CC=CC=2)=O)=CC=1.C1C=CC(/C=C/C(/C=C/C2C=CC=CC=2)=O)=CC=1.C1C=CC(/C=C/C(/C=C/C2C=CC=CC=2)=O)=CC=1.[Pd].[Pd]. The product is [CH:16]1([S:19]([N:22]2[CH:26]=[C:25]([C:27]3[N:32]=[C:31]([NH:33][C:2]4[N:7]=[CH:6][C:5]5[C:8]([C:14]#[N:15])=[N:9][N:10]([CH:11]([CH3:13])[CH3:12])[C:4]=5[CH:3]=4)[CH:30]=[CH:29][N:28]=3)[CH:24]=[N:23]2)(=[O:20])=[O:21])[CH2:18][CH2:17]1. The yield is 0.120. (3) The reactants are C(OC[N:9]1[C:17]2[C:16]([Cl:18])=[CH:15][C:14]([Cl:19])=[CH:13][C:12]=2[C:11]2[CH2:20][CH2:21][C:22]([C:28]([F:31])([F:30])[F:29])([O:23][Si](C)(C)C)[C:10]1=2)(=O)C(C)(C)C.[OH-].[K+]. The product is [Cl:18][C:16]1[C:17]2[NH:9][C:10]3[C:22]([C:28]([F:31])([F:29])[F:30])([OH:23])[CH2:21][CH2:20][C:11]=3[C:12]=2[CH:13]=[C:14]([Cl:19])[CH:15]=1. The catalyst is C1COCC1.O. The yield is 0.400. (4) The reactants are Cl[C:2]1[CH:7]=[CH:6][N:5]=[C:4]([NH:8][C:9]2[CH:14]=[CH:13][CH:12]=[C:11]([Cl:15])[CH:10]=2)[N:3]=1.[NH2:16][CH2:17][C@@H:18]1[CH2:22][CH2:21][N:20]([C:23]([O:25][C:26]([CH3:29])([CH3:28])[CH3:27])=[O:24])[CH2:19]1.C(N(C(C)C)CC)(C)C. The catalyst is C1COCC1. The product is [Cl:15][C:11]1[CH:10]=[C:9]([NH:8][C:4]2[N:3]=[C:2]([NH:16][CH2:17][C@@H:18]3[CH2:22][CH2:21][N:20]([C:23]([O:25][C:26]([CH3:29])([CH3:28])[CH3:27])=[O:24])[CH2:19]3)[CH:7]=[CH:6][N:5]=2)[CH:14]=[CH:13][CH:12]=1. The yield is 0.420. (5) The reactants are [NH2:1][C@@H:2]1[CH2:7][CH2:6][CH2:5][N:4]([C:8]([O:10][C:11]([CH3:14])([CH3:13])[CH3:12])=[O:9])[CH2:3]1.[CH3:15][C:16]1[N:17]=[C:18]2[N:22]([C:23]=1[C:24](O)=[O:25])[CH:21]=[CH:20][S:19]2.C1CN([P+](ON2N=NC3C=CC=CC2=3)(N2CCCC2)N2CCCC2)CC1.F[P-](F)(F)(F)(F)F.CCN(C(C)C)C(C)C. The catalyst is CN(C=O)C.CC(=O)OCC.CC(=O)OCC.CCCCCCC. The product is [C:11]([O:10][C:8]([N:4]1[CH2:5][CH2:6][CH2:7][C@@H:2]([NH:1][C:24]([C:23]2[N:22]3[C:18]([S:19][CH:20]=[CH:21]3)=[N:17][C:16]=2[CH3:15])=[O:25])[CH2:3]1)=[O:9])([CH3:14])([CH3:13])[CH3:12]. The yield is 1.00. (6) The reactants are O=[C:2]1[CH2:7][CH2:6][N:5]([C:8]([O:10][C:11]([CH3:14])([CH3:13])[CH3:12])=[O:9])[CH2:4][CH:3]1[C:15](=O)[CH2:16][C:17]1[CH:22]=[CH:21][C:20]([CH3:23])=[CH:19][CH:18]=1.[CH3:25][C:26]1[N:27]([C:31]2[CH:36]=[CH:35][C:34]([NH:37][C:38]([NH2:40])=[NH:39])=[CH:33][CH:32]=2)[CH:28]=[CH:29][N:30]=1. No catalyst specified. The product is [CH3:25][C:26]1[N:27]([C:31]2[CH:32]=[CH:33][C:34]([NH:37][C:38]3[N:39]=[C:15]([CH2:16][C:17]4[CH:22]=[CH:21][C:20]([CH3:23])=[CH:19][CH:18]=4)[C:3]4[CH2:4][N:5]([C:8]([O:10][C:11]([CH3:14])([CH3:13])[CH3:12])=[O:9])[CH2:6][CH2:7][C:2]=4[N:40]=3)=[CH:35][CH:36]=2)[CH:28]=[CH:29][N:30]=1. The yield is 0.440. (7) The reactants are [C:1]1([C:7]2(C(O)=O)[CH2:12][CH2:11][CH2:10][CH2:9][CH2:8]2)[CH:6]=[CH:5][CH:4]=[CH:3][CH:2]=1.C([N:18]([CH2:21]C)CC)C.C1(P(N=[N+]=[N-])(C2C=CC=CC=2)=[O:30])C=CC=CC=1.[CH2:40]([OH:47])[C:41]1[CH:46]=[CH:45][CH:44]=[CH:43][CH:42]=1. The catalyst is C1C=CC=CC=1. The product is [CH2:40]([O:47][C:21](=[O:30])[NH:18][C:7]1([C:1]2[CH:2]=[CH:3][CH:4]=[CH:5][CH:6]=2)[CH2:8][CH2:9][CH2:10][CH2:11][CH2:12]1)[C:41]1[CH:46]=[CH:45][CH:44]=[CH:43][CH:42]=1. The yield is 0.380. (8) The reactants are [Cl:1][C:2]1[CH:9]=[CH:8][C:5]([CH2:6][NH2:7])=[CH:4][CH:3]=1.[Br:10][C:11]1[CH:16]=[CH:15][CH:14]=[C:13](Br)[N:12]=1. The catalyst is C(OCC)C. The product is [Br:10][C:11]1[N:12]=[C:13]([NH:7][CH2:6][C:5]2[CH:8]=[CH:9][C:2]([Cl:1])=[CH:3][CH:4]=2)[CH:14]=[CH:15][CH:16]=1. The yield is 1.00. (9) The reactants are [Cl:1][C:2]1[CH:8]=[CH:7][C:5]([NH2:6])=[C:4]([F:9])[CH:3]=1.Cl.Cl[C:12]1[C:21]2[C:16](=[CH:17][C:18]([O:24][CH2:25][CH2:26][N:27]([CH3:35])[C:28]3[CH:33]=[C:32]([CH3:34])[N:31]=[CH:30][N:29]=3)=[C:19]([O:22][CH3:23])[CH:20]=2)[N:15]=[CH:14][N:13]=1. The catalyst is C(O)(C)C. The product is [ClH:1].[Cl:1][C:2]1[CH:8]=[CH:7][C:5]([NH:6][C:12]2[C:21]3[C:16](=[CH:17][C:18]([O:24][CH2:25][CH2:26][N:27]([CH3:35])[C:28]4[CH:33]=[C:32]([CH3:34])[N:31]=[CH:30][N:29]=4)=[C:19]([O:22][CH3:23])[CH:20]=3)[N:15]=[CH:14][N:13]=2)=[C:4]([F:9])[CH:3]=1. The yield is 0.390.